The task is: Predict the reaction yield, written as a fraction of the theoretical maximum amount of product (1.0 means a 100% yield; for example, 0.34 means a 34% yield).. This data is from Reaction yield outcomes from USPTO patents with 853,638 reactions. (1) The reactants are [F:1][C:2]1[CH:3]=[C:4]([C:10](=[NH:22])[NH:11][C:12]2[CH:17]=[CH:16][C:15]([S:18]([CH3:21])(=[O:20])=[O:19])=[CH:14][CH:13]=2)[CH:5]=[CH:6][C:7]=1[O:8][CH3:9].C(=O)(O)[O-].[Na+].Br[CH2:29][C:30](=[O:35])[C:31]([F:34])([F:33])[F:32]. The catalyst is C(O)(C)C. The product is [F:1][C:2]1[CH:3]=[C:4]([C:10]2[N:11]([C:12]3[CH:17]=[CH:16][C:15]([S:18]([CH3:21])(=[O:19])=[O:20])=[CH:14][CH:13]=3)[CH2:29][C:30]([OH:35])([C:31]([F:34])([F:33])[F:32])[N:22]=2)[CH:5]=[CH:6][C:7]=1[O:8][CH3:9]. The yield is 0.640. (2) The reactants are [NH2:1][C:2]1[CH:3]=[C:4]([SH:8])[CH:5]=[CH:6][CH:7]=1.[F:9][C:10]([F:23])([O:14][C:15]1[CH:16]=[C:17]([CH:20]=[CH:21][CH:22]=1)[CH:18]=O)[CH:11]([F:13])[F:12].C(O)(=O)C.[BH-](OC(C)=O)(OC(C)=O)OC(C)=O.[Na+]. The catalyst is ClC(Cl)C. The product is [F:9][C:10]([F:23])([O:14][C:15]1[CH:16]=[C:17]([CH2:18][NH:1][C:2]2[CH:3]=[C:4]([SH:8])[CH:5]=[CH:6][CH:7]=2)[CH:20]=[CH:21][CH:22]=1)[CH:11]([F:12])[F:13]. The yield is 0.720. (3) The reactants are [C:1]([NH2:5])(=[O:4])[CH:2]=[CH2:3].Br[C:7]1C=C[C:10]([CH:13]([Cl:15])C)=[CH:9][CH:8]=1.C(N([CH2:23][CH2:24][CH3:25])CCC)CC. The catalyst is C([O-])(=O)C.[Pd+2].C([O-])(=O)C.C1(C)C=CC=CC=1P(C1C=CC=CC=1C)C1C=CC=CC=1C.CN(C=O)C. The product is [Cl:15][C:13]1[CH:10]=[CH:9][C:8](/[CH:3]=[CH:2]/[C:1]([NH2:5])=[O:4])=[CH:7][C:23]=1[CH2:24][CH3:25]. The yield is 0.820. (4) The reactants are C1(P(=O)(C2C=CC=CC=2)C2C=CC=CC=2)C=CC=CC=1.FC(F)(F)S(OS(C(F)(F)F)(=O)=O)(=O)=O.C([S:43][C:44]([CH3:71])([CH2:68][CH2:69][OH:70])[CH2:45][NH:46][C:47]([C:49]1[NH:50][C:51]2[C:56]([CH:57]=1)=[CH:55][CH:54]=[CH:53][C:52]=2[N:58]([CH3:67])[S:59]([C:62]1[S:63][CH:64]=[CH:65][CH:66]=1)(=[O:61])=[O:60])=O)C1C=CC=CC=1.C(=O)([O-])O.[Na+]. The catalyst is C(#N)C. The product is [OH:70][CH2:69][CH2:68][C:44]1([CH3:71])[S:43][C:47]([C:49]2[NH:50][C:51]3[C:56]([CH:57]=2)=[CH:55][CH:54]=[CH:53][C:52]=3[N:58]([CH3:67])[S:59]([C:62]2[S:63][CH:64]=[CH:65][CH:66]=2)(=[O:61])=[O:60])=[N:46][CH2:45]1. The yield is 0.420.